Dataset: Blood-brain barrier permeability classification from the B3DB database. Task: Regression/Classification. Given a drug SMILES string, predict its absorption, distribution, metabolism, or excretion properties. Task type varies by dataset: regression for continuous measurements (e.g., permeability, clearance, half-life) or binary classification for categorical outcomes (e.g., BBB penetration, CYP inhibition). Dataset: b3db_classification. (1) The compound is CC(=O)O[C@H]1C[C@@]2(C)[C@@H](C[C@@H](O)C3[C@@]4(C)CC[C@@H](O)[C@@H](C)[C@@H]4CC[C@@]32C)/C1=C(/CCC=C(C)C)C(=O)O. The result is 0 (does not penetrate BBB). (2) The compound is CCN(CC)C(=O)[C@H]1CN2CCc3cc(OC)c(OC)cc3[C@@H]2C[C@@H]1OC(C)=O. The result is 1 (penetrates BBB).